From a dataset of Reaction yield outcomes from USPTO patents with 853,638 reactions. Predict the reaction yield, written as a fraction of the theoretical maximum amount of product (1.0 means a 100% yield; for example, 0.34 means a 34% yield). (1) The reactants are [F:1][C:2]([CH3:38])([CH3:37])[CH2:3][N:4]1[CH2:9][CH2:8][CH:7]([CH2:10][O:11][C:12]2[CH:17]=[CH:16][C:15]([C:18]3[C:19]([C:24]([N:26]4[CH2:31][CH2:30][CH:29]([C:32]([O:34]CC)=[O:33])[CH2:28][CH2:27]4)=[O:25])=[CH:20][CH:21]=[CH:22][CH:23]=3)=[CH:14][CH:13]=2)[CH2:6][CH2:5]1.CO.[Li+].[OH-].Cl. The catalyst is C1COCC1.O. The yield is 1.00. The product is [F:1][C:2]([CH3:38])([CH3:37])[CH2:3][N:4]1[CH2:9][CH2:8][CH:7]([CH2:10][O:11][C:12]2[CH:13]=[CH:14][C:15]([C:18]3[C:19]([C:24]([N:26]4[CH2:31][CH2:30][CH:29]([C:32]([OH:34])=[O:33])[CH2:28][CH2:27]4)=[O:25])=[CH:20][CH:21]=[CH:22][CH:23]=3)=[CH:16][CH:17]=2)[CH2:6][CH2:5]1. (2) The reactants are O.Cl.[NH2:3][C@@H:4]([C:7]([OH:9])=[O:8])[CH2:5][SH:6].[OH:10][C:11]1[CH:18]=[C:17]([OH:19])[CH:16]=[CH:15][C:12]=1[C:13]#N.P([O-])([O-])([O-])=O.C([O-])(O)=O.[Na+]. The catalyst is CO. The product is [OH:10][C:11]1[CH:18]=[C:17]([OH:19])[CH:16]=[CH:15][C:12]=1[C:13]1[S:6][CH2:5][C@H:4]([C:7]([OH:9])=[O:8])[N:3]=1. The yield is 0.660. (3) The reactants are [CH2:1]([C:3]1([CH:16]=[O:17])[CH2:15][CH:6]2[CH2:7][N:8]([C:10]([N:12]([CH3:14])[CH3:13])=[O:11])[CH2:9][CH:5]2[CH2:4]1)[CH3:2].O.O.P([O-])(O)(O)=[O:21].[Na+].Cl([O-])=O.[Na+].CC(=CC)C. The catalyst is O1CCCC1.O. The product is [CH2:1]([C:3]1([C:16]([OH:21])=[O:17])[CH2:15][CH:6]2[CH2:7][N:8]([C:10](=[O:11])[N:12]([CH3:13])[CH3:14])[CH2:9][CH:5]2[CH2:4]1)[CH3:2]. The yield is 1.00. (4) The reactants are [CH2:1]([C:3]1[C:11]2S[CH2:9][CH:8]([C:12]3[CH:17]=[CH:16][C:15]([CH:18]([CH3:20])[CH3:19])=[CH:14][CH:13]=3)[C:7]=2[C:6]([CH3:21])=[C:5]([NH:22][C:23](=[O:29])[CH2:24][C:25]([CH3:28])([CH3:27])[CH3:26])[C:4]=1[CH3:30])[CH3:2].C(=O)([O-])O.[Na+].ClC1C=CC=C(C(OO)=O)C=1.[S:47]([O-:50])(O)=[O:48].[Na+]. The catalyst is ClCCl. The product is [CH2:1]([C:3]1[C:11]2[S:47](=[O:50])(=[O:48])[CH2:9][CH:8]([C:12]3[CH:17]=[CH:16][C:15]([CH:18]([CH3:20])[CH3:19])=[CH:14][CH:13]=3)[C:7]=2[C:6]([CH3:21])=[C:5]([NH:22][C:23](=[O:29])[CH2:24][C:25]([CH3:27])([CH3:26])[CH3:28])[C:4]=1[CH3:30])[CH3:2]. The yield is 0.280.